Dataset: Catalyst prediction with 721,799 reactions and 888 catalyst types from USPTO. Task: Predict which catalyst facilitates the given reaction. (1) Reactant: [OH:1][CH2:2][C:3]1[CH:30]=[CH:29][C:6]([C:7]([NH:9][C:10]2[CH:15]=[C:14]([C:16]3[S:17][CH:18]=[CH:19][CH:20]=3)[CH:13]=[CH:12][C:11]=2[NH:21][C:22](=[O:28])[O:23][C:24]([CH3:27])([CH3:26])[CH3:25])=[O:8])=[CH:5][CH:4]=1.CC(OI1(OC(C)=O)(OC(C)=O)OC(=O)C2C=CC=CC1=2)=O. Product: [C:24]([O:23][C:22](=[O:28])[NH:21][C:11]1[CH:12]=[CH:13][C:14]([C:16]2[S:17][CH:18]=[CH:19][CH:20]=2)=[CH:15][C:10]=1[NH:9][C:7](=[O:8])[C:6]1[CH:5]=[CH:4][C:3]([CH:2]=[O:1])=[CH:30][CH:29]=1)([CH3:27])([CH3:25])[CH3:26]. The catalyst class is: 2. (2) Reactant: [CH2:1]([C:3]1[N:4]([CH2:16][CH2:17][CH2:18][CH2:19][NH2:20])[C:5]2[C:14]3[CH:13]=[CH:12][CH:11]=[CH:10][C:9]=3[N:8]=[CH:7][C:6]=2[N:15]=1)[CH3:2].C(O)(=O)C.[S:25]1[CH2:29][CH2:28][C:27](=O)[CH2:26]1.C(O[BH-](OC(=O)C)OC(=O)C)(=O)C.[Na+]. Product: [CH2:1]([C:3]1[N:4]([CH2:16][CH2:17][CH2:18][CH2:19][NH:20][CH:27]2[CH2:28][CH2:29][S:25][CH2:26]2)[C:5]2[C:14]3[CH:13]=[CH:12][CH:11]=[CH:10][C:9]=3[N:8]=[CH:7][C:6]=2[N:15]=1)[CH3:2]. The catalyst class is: 7. (3) Reactant: C(OC(=O)[NH:7][C@@H:8]1[CH2:10][C@H:9]1[C:11]1[CH:15]=[C:14]([C:16](=[O:26])[NH:17][CH:18]2[CH2:23][CH2:22][C:21]([F:25])([F:24])[CH2:20][CH2:19]2)[S:13][CH:12]=1)(C)(C)C.[ClH:28].C(OCC)(=O)C. Product: [ClH:28].[NH2:7][C@@H:8]1[CH2:10][C@H:9]1[C:11]1[CH:15]=[C:14]([C:16]([NH:17][CH:18]2[CH2:19][CH2:20][C:21]([F:25])([F:24])[CH2:22][CH2:23]2)=[O:26])[S:13][CH:12]=1. The catalyst class is: 13. (4) Reactant: [CH:1]1([NH2:4])[CH2:3][CH2:2]1.[C:5]1(=O)[CH2:10][CH2:9][CH2:8][CH2:7][CH2:6]1.C(O[BH-](OC(=O)C)OC(=O)C)(=O)C.[Na+]. Product: [CH:1]1([NH:4][CH:5]2[CH2:10][CH2:9][CH2:8][CH2:7][CH2:6]2)[CH2:3][CH2:2]1. The catalyst class is: 756. (5) Reactant: [OH:1][C@@H:2]([C:23]1[CH:28]=[CH:27][CH:26]=[CH:25][CH:24]=1)[CH2:3][CH2:4][N:5]1[CH2:10][CH2:9][CH:8]([C:11]2[CH:12]=[C:13]([NH:17][C:18](=[O:22])[CH:19]([CH3:21])[CH3:20])[CH:14]=[CH:15][CH:16]=2)[CH2:7][CH2:6]1.[CH3:29][O:30][C:31]1[CH:32]=[C:33](O)[CH:34]=[CH:35][CH:36]=1.C1(P(C2C=CC=CC=2)C2C=CC=CC=2)C=CC=CC=1.N(C(OCC)=O)=NC(OCC)=O.N. Product: [CH3:29][O:30][C:31]1[CH:36]=[C:35]([CH:34]=[CH:33][CH:32]=1)[O:1][C@H:2]([C:23]1[CH:24]=[CH:25][CH:26]=[CH:27][CH:28]=1)[CH2:3][CH2:4][N:5]1[CH2:10][CH2:9][CH:8]([C:11]2[CH:12]=[C:13]([NH:17][C:18](=[O:22])[CH:19]([CH3:21])[CH3:20])[CH:14]=[CH:15][CH:16]=2)[CH2:7][CH2:6]1. The catalyst class is: 396. (6) Reactant: [CH3:1][O:2][C:3]1[CH:33]=[C:32]([O:34][CH3:35])[CH:31]=[CH:30][C:4]=1[CH2:5][N:6]([C:25]1[S:26][CH:27]=[CH:28][N:29]=1)[S:7]([C:10]1[CH:19]=[CH:18][C:17]2[C:12](=[CH:13][CH:14]=[CH:15][C:16]=2[CH:20]2[CH2:24][CH2:23][CH2:22][NH:21]2)[CH:11]=1)(=[O:9])=[O:8].[O:36]1[CH2:41][CH2:40][C:39](=O)[CH2:38][CH2:37]1.C(O[BH-](OC(=O)C)OC(=O)C)(=O)C.[Na+].C(O)(=O)C.[OH-].[Na+]. Product: [CH3:1][O:2][C:3]1[CH:33]=[C:32]([O:34][CH3:35])[CH:31]=[CH:30][C:4]=1[CH2:5][N:6]([C:25]1[S:26][CH:27]=[CH:28][N:29]=1)[S:7]([C:10]1[CH:19]=[CH:18][C:17]2[C:12](=[CH:13][CH:14]=[CH:15][C:16]=2[CH:20]2[CH2:24][CH2:23][CH2:22][N:21]2[CH:39]2[CH2:40][CH2:41][O:36][CH2:37][CH2:38]2)[CH:11]=1)(=[O:9])=[O:8]. The catalyst class is: 124.